Dataset: Peptide-MHC class I binding affinity with 185,985 pairs from IEDB/IMGT. Task: Regression. Given a peptide amino acid sequence and an MHC pseudo amino acid sequence, predict their binding affinity value. This is MHC class I binding data. (1) The peptide sequence is ERYFRINSL. The MHC is HLA-B14:01 with pseudo-sequence HLA-B14:02. The binding affinity (normalized) is 0.783. (2) The peptide sequence is KLRETGAPL. The MHC is HLA-B07:02 with pseudo-sequence HLA-B07:02. The binding affinity (normalized) is 0.711. (3) The peptide sequence is TMGAASITL. The MHC is HLA-A02:11 with pseudo-sequence HLA-A02:11. The binding affinity (normalized) is 0.834.